This data is from Full USPTO retrosynthesis dataset with 1.9M reactions from patents (1976-2016). The task is: Predict the reactants needed to synthesize the given product. (1) Given the product [CH3:30][NH:31][CH2:12][CH:13]1[CH2:17][C:16]2[CH:18]=[CH:19][CH:20]=[C:21]([C:22]3[C:27]([Cl:28])=[CH:26][CH:25]=[CH:24][C:23]=3[Cl:29])[C:15]=2[O:14]1, predict the reactants needed to synthesize it. The reactants are: CC1C=CC(S(O[CH2:12][CH:13]2[CH2:17][C:16]3[CH:18]=[CH:19][CH:20]=[C:21]([C:22]4[C:27]([Cl:28])=[CH:26][CH:25]=[CH:24][C:23]=4[Cl:29])[C:15]=3[O:14]2)(=O)=O)=CC=1.[CH3:30][NH2:31]. (2) Given the product [CH3:24][N:21]1[CH2:20][CH2:19][N:18]([C:16]2[CH:17]=[C:12]([N:8]3[CH:7]([CH3:26])[CH2:6][C:5]4[C:10](=[CH:11][C:2]([C:35]5[CH:34]=[N:33][N:32]([CH:29]6[CH2:30][CH2:31][O:27][CH2:28]6)[CH:36]=5)=[CH:3][CH:4]=4)[CH2:9]3)[N:13]=[C:14]([NH2:25])[N:15]=2)[CH2:23][CH2:22]1, predict the reactants needed to synthesize it. The reactants are: Br[C:2]1[CH:11]=[C:10]2[C:5]([CH2:6][CH:7]([CH3:26])[N:8]([C:12]3[CH:17]=[C:16]([N:18]4[CH2:23][CH2:22][N:21]([CH3:24])[CH2:20][CH2:19]4)[N:15]=[C:14]([NH2:25])[N:13]=3)[CH2:9]2)=[CH:4][CH:3]=1.[O:27]1[CH2:31][CH2:30][CH:29]([N:32]2[CH:36]=[C:35](B3OC(C)(C)C(C)(C)O3)[CH:34]=[N:33]2)[CH2:28]1.C(=O)(O)[O-].[Na+].O1CCOCC1. (3) Given the product [CH2:13]([C:11]1[C:10]([O:15][CH3:16])=[N:9][C:8]([CH3:17])=[C:7]([C:6]2[O:18][N:2]=[CH:4][N:5]=2)[CH:12]=1)[CH3:14], predict the reactants needed to synthesize it. The reactants are: C[N:2]([CH:4]=[N:5][C:6](=[O:18])[C:7]1[CH:12]=[C:11]([CH2:13][CH3:14])[C:10]([O:15][CH3:16])=[N:9][C:8]=1[CH3:17])C.Cl.NO.[OH-].[Na+].C(O)(=O)C. (4) Given the product [C:1]([O:5][C:6](=[O:41])[NH:7][C:8](=[NH:9])[C:10]1[S:11][C:12]([S:39][CH3:40])=[C:13]([S:15]([C:18]2[CH:19]=[C:20]([C:24]3[C:29]([CH3:30])=[CH:28][CH:27]=[CH:26][C:25]=3[NH:31][C:32]([NH:34][CH2:35][CH2:36][C:37]3[N:81]=[N:82][NH:83][N:38]=3)=[O:33])[CH:21]=[CH:22][CH:23]=2)(=[O:17])=[O:16])[CH:14]=1)([CH3:3])([CH3:4])[CH3:2], predict the reactants needed to synthesize it. The reactants are: [C:1]([O:5][C:6](=[O:41])[NH:7][C:8]([C:10]1[S:11][C:12]([S:39][CH3:40])=[C:13]([S:15]([C:18]2[CH:19]=[C:20]([C:24]3[C:29]([CH3:30])=[CH:28][CH:27]=[CH:26][C:25]=3[NH:31][C:32]([NH:34][CH2:35][CH2:36][C:37]#[N:38])=[O:33])[CH:21]=[CH:22][CH:23]=2)(=[O:17])=[O:16])[CH:14]=1)=[NH:9])([CH3:4])([CH3:3])[CH3:2].C(OC(=O)NC(C1SC(SC)=C(S(C2C=C(C3C(C)=CC=CC=3N)C=CC=2)(=O)=O)C=1)=N)(C)(C)C.NCCC#N.[N:81]([Si](C)(C)C)=[N+:82]=[N-:83].C([Sn](=O)CCCC)CCC. (5) The reactants are: Br[CH:2]([C:4]1[CH:9]=[CH:8][C:7]([F:10])=[CH:6][CH:5]=1)[CH3:3].C([O-])([O-])=O.[K+].[K+].[C:17]([O:21][C:22]([N:24]1[CH2:29][CH2:28][NH:27][CH2:26][CH2:25]1)=[O:23])([CH3:20])([CH3:19])[CH3:18].O. Given the product [F:10][C:7]1[CH:8]=[CH:9][C:4]([CH:2]([N:27]2[CH2:26][CH2:25][N:24]([C:22]([O:21][C:17]([CH3:20])([CH3:19])[CH3:18])=[O:23])[CH2:29][CH2:28]2)[CH3:3])=[CH:5][CH:6]=1, predict the reactants needed to synthesize it. (6) Given the product [CH2:11]([O:18][CH2:19][CH2:20][N:21]1[C:22]2[C:27]([CH3:28])=[C:26]([CH3:29])[N:25]=[C:24]([O:30][C:31]3[CH:32]=[CH:33][CH:34]=[CH:35][CH:36]=3)[C:23]=2[N:37]=[C:1]1[CH2:2][CH2:3][CH3:4])[C:12]1[CH:17]=[CH:16][CH:15]=[CH:14][CH:13]=1, predict the reactants needed to synthesize it. The reactants are: [C:1](OC)(OC)(OC)[CH2:2][CH2:3][CH3:4].[CH2:11]([O:18][CH2:19][CH2:20][NH:21][C:22]1[C:27]([CH3:28])=[C:26]([CH3:29])[N:25]=[C:24]([O:30][C:31]2[CH:36]=[CH:35][CH:34]=[CH:33][CH:32]=2)[C:23]=1[NH2:37])[C:12]1[CH:17]=[CH:16][CH:15]=[CH:14][CH:13]=1.CCCCCC.C(OCC)(=O)C. (7) Given the product [CH3:17][O:18][N:19]([CH3:20])[C:7](=[O:9])[C:6]1[CH:5]=[CH:4][C:3]([O:2][CH3:1])=[CH:11][CH:10]=1, predict the reactants needed to synthesize it. The reactants are: [CH3:1][O:2][C:3]1[CH:11]=[CH:10][C:6]([C:7]([OH:9])=O)=[CH:5][CH:4]=1.O=S(Cl)Cl.Cl.[CH3:17][O:18][NH:19][CH3:20].CCN(CC)CC. (8) Given the product [Si:10]([O:9][C:8]1[CH:17]=[CH:18][C:5]([CH2:4][C:20]2[N:25]=[CH:24][CH:23]=[CH:22][N:21]=2)=[CH:6][CH:7]=1)([C:13]([CH3:16])([CH3:15])[CH3:14])([CH3:12])[CH3:11], predict the reactants needed to synthesize it. The reactants are: II.Br[CH2:4][C:5]1[CH:18]=[CH:17][C:8]([O:9][Si:10]([C:13]([CH3:16])([CH3:15])[CH3:14])([CH3:12])[CH3:11])=[CH:7][CH:6]=1.Br[C:20]1[N:25]=[CH:24][CH:23]=[CH:22][N:21]=1.COC1C=CC=C(OC)C=1C1C=CC=CC=1P(C1CCCCC1)C1CCCCC1. (9) Given the product [CH3:24][O:25][CH2:26][C@@H:27]([NH:29][C:30]([C:32]1[C:40]2[C:35](=[N:36][CH:37]=[C:38]([C:6]3[C:5]4[C:9](=[CH:10][C:2]([F:1])=[CH:3][CH:4]=4)[NH:8][N:7]=3)[N:39]=2)[N:34]([CH2:42][O:43][CH2:44][CH2:45][Si:46]([CH3:48])([CH3:47])[CH3:49])[CH:33]=1)=[O:31])[CH3:28], predict the reactants needed to synthesize it. The reactants are: [F:1][C:2]1[CH:10]=[C:9]2[C:5]([C:6]([Sn](CCCC)(CCCC)CCCC)=[N:7][NH:8]2)=[CH:4][CH:3]=1.[CH3:24][O:25][CH2:26][C@@H:27]([NH:29][C:30]([C:32]1[C:40]2[C:35](=[N:36][CH:37]=[C:38](Br)[N:39]=2)[N:34]([CH2:42][O:43][CH2:44][CH2:45][Si:46]([CH3:49])([CH3:48])[CH3:47])[CH:33]=1)=[O:31])[CH3:28].CN(C=O)C.